This data is from Forward reaction prediction with 1.9M reactions from USPTO patents (1976-2016). The task is: Predict the product of the given reaction. (1) Given the reactants CCN(C(C)C)C(C)C.[Br:10][C:11]1[CH:12]=[C:13]2[C:18](Cl)=[C:17]([C:20]([NH2:22])=[O:21])[CH:16]=[N:15][N:14]2[CH:23]=1.Cl.[NH2:25][C@@H:26]([C@H:28]([C:31]1[O:32][CH:33]=[C:34]([C:36]([NH2:38])=[O:37])[N:35]=1)[CH2:29][CH3:30])[CH3:27], predict the reaction product. The product is: [Br:10][C:11]1[CH:12]=[C:13]2[C:18]([NH:25][C@@H:26]([C@H:28]([C:31]3[O:32][CH:33]=[C:34]([C:36]([NH2:38])=[O:37])[N:35]=3)[CH2:29][CH3:30])[CH3:27])=[C:17]([C:20](=[O:21])[NH2:22])[CH:16]=[N:15][N:14]2[CH:23]=1. (2) The product is: [Cl:1][C:2]1[CH:3]=[C:4]([CH:22]=[CH:23][CH:24]=1)[CH2:5][CH:6]1[CH:11]([C:16]2[CH:21]=[CH:20][CH:19]=[CH:18][CH:17]=2)[CH2:12][NH:13][C:7]1=[O:8]. Given the reactants [Cl:1][C:2]1[CH:3]=[C:4]([CH:22]=[CH:23][CH:24]=1)[CH2:5][CH:6]([CH:11]([C:16]1[CH:21]=[CH:20][CH:19]=[CH:18][CH:17]=1)[CH2:12][N+:13]([O-])=O)[C:7](OC)=[O:8].C(O)(=O)C, predict the reaction product.